This data is from Full USPTO retrosynthesis dataset with 1.9M reactions from patents (1976-2016). The task is: Predict the reactants needed to synthesize the given product. (1) Given the product [CH2:37]([O:36][C:34](=[O:35])[CH2:33][N:27]1[CH2:32][CH2:31][N:30]([CH2:2][C:3]2[S:7][C:6]([C:8]3[NH:9][C:10]4[C:15]([CH:16]=3)=[CH:14][CH:13]=[CH:12][C:11]=4[N:17]([CH3:26])[S:18]([C:21]3[S:22][CH:23]=[CH:24][CH:25]=3)(=[O:20])=[O:19])=[N:5][CH:4]=2)[CH2:29][CH2:28]1)[CH3:38], predict the reactants needed to synthesize it. The reactants are: Cl[CH2:2][C:3]1[S:7][C:6]([C:8]2[NH:9][C:10]3[C:15]([CH:16]=2)=[CH:14][CH:13]=[CH:12][C:11]=3[N:17]([CH3:26])[S:18]([C:21]2[S:22][CH:23]=[CH:24][CH:25]=2)(=[O:20])=[O:19])=[N:5][CH:4]=1.[N:27]1([CH2:33][C:34]([O:36][CH2:37][CH3:38])=[O:35])[CH2:32][CH2:31][NH:30][CH2:29][CH2:28]1.C(N(CC)CC)C.O. (2) Given the product [CH:1]1([C@H:4]([NH:5][C:44]([C:40]2[CH:39]=[C:38]3[C:43](=[CH:42][CH:41]=2)[N:35]([CH2:34][C:31]2[CH:30]=[CH:29][C:28]([C:23]4[C:22]([C:20]([OH:21])=[O:19])=[CH:27][CH:26]=[CH:25][CH:24]=4)=[CH:33][CH:32]=2)[C:36]([CH3:48])=[C:37]3[CH3:47])=[O:45])[C:6]2[CH:11]=[CH:10][CH:9]=[C:8]([CH:12]([CH3:14])[CH3:13])[CH:7]=2)[CH2:2][CH2:3]1, predict the reactants needed to synthesize it. The reactants are: [CH:1]1([C@@H:4]([C:6]2[CH:11]=[CH:10][CH:9]=[C:8]([CH:12]([CH3:14])[CH3:13])[CH:7]=2)[NH2:5])[CH2:3][CH2:2]1.C([O:19][C:20]([C:22]1[CH:27]=[CH:26][CH:25]=[CH:24][C:23]=1[C:28]1[CH:33]=[CH:32][C:31]([CH2:34][N:35]2[C:43]3[C:38](=[CH:39][C:40]([C:44](O)=[O:45])=[CH:41][CH:42]=3)[C:37]([CH3:47])=[C:36]2[CH3:48])=[CH:30][CH:29]=1)=[O:21])(C)(C)C. (3) Given the product [CH3:28][NH:29][C:4]1[CH:5]=[C:6]([C:15]2[CH:16]=[CH:17][C:12]([CH:10]=[O:11])=[CH:13][CH:14]=2)[CH:7]=[CH:2][CH:3]=1, predict the reactants needed to synthesize it. The reactants are: Br[C:2]1[CH:3]=[C:4](CN)[CH:5]=[CH:6][CH:7]=1.[CH:10]([C:12]1[CH:17]=[CH:16][C:15](B(O)O)=[CH:14][CH:13]=1)=[O:11].O.C(OCC)(=O)C.[CH3:28][N:29](C)C=O. (4) Given the product [CH3:11][O:10][C:8](=[O:9])[CH2:7][CH2:6][CH2:5][CH2:4][NH:3][CH2:2][C:30](=[O:31])[CH2:29][CH2:28][N:25]1[CH2:26][CH2:27][CH:22]([O:21][C:19](=[O:20])[NH:18][C:13]2[CH:14]=[CH:15][CH:16]=[CH:17][C:12]=2[C:33]2[CH:34]=[CH:35][CH:36]=[CH:37][CH:38]=2)[CH2:23][CH2:24]1, predict the reactants needed to synthesize it. The reactants are: Cl.[CH3:2][NH:3][CH2:4][CH2:5][CH2:6][CH2:7][C:8]([O:10][CH3:11])=[O:9].[C:12]1([C:33]2[CH:38]=[CH:37][CH:36]=[CH:35][CH:34]=2)[CH:17]=[CH:16][CH:15]=[CH:14][C:13]=1[NH:18][C:19]([O:21][CH:22]1[CH2:27][CH2:26][N:25]([CH2:28][CH2:29][C:30](O)=[O:31])[CH2:24][CH2:23]1)=[O:20].ON1C2N=CC=CC=2N=N1.N1C(C)=CC=CC=1C.Cl.CN(C)CCCN=C=NCC.C(=O)(O)[O-].[Na+]. (5) The reactants are: F[C:2](F)(F)[C:3]([OH:5])=O.[CH2:8]([O:12][C:13]1[NH:14][C:15]([NH2:24])=[C:16]2[C:20]([N:21]=1)=[N:19][C:18]([O:22][CH3:23])=[N:17]2)[CH2:9][CH2:10][CH3:11].C([O-])([O-])=O.[K+].[K+].Br[CH2:32][CH2:33]CBr.Cl.O1[CH2:41][CH2:40][C@H:39]([NH2:42])C1.[OH-].[Na+].C(N(CC)CC)C. Given the product [CH2:8]([O:12][C:13]1[N:21]=[C:20]2[C:16]([NH:17][CH:18]([O:22][CH3:23])[N:19]2[CH2:41][CH2:40][CH2:39][NH:42][C@H:3]2[CH2:2][CH2:33][CH2:32][O:5]2)=[C:15]([NH2:24])[N:14]=1)[CH2:9][CH2:10][CH3:11], predict the reactants needed to synthesize it.